This data is from Forward reaction prediction with 1.9M reactions from USPTO patents (1976-2016). The task is: Predict the product of the given reaction. (1) Given the reactants [CH2:1]([O:8][CH2:9][CH:10]([NH:24][S:25]([C:28]1[C:37]2[C:32](=[CH:33][CH:34]=[CH:35][CH:36]=2)[C:31]([CH3:38])=[CH:30][CH:29]=1)(=[O:27])=[O:26])[CH2:11][CH:12]1[CH2:16][CH2:15][CH2:14][N:13]1C(OC(C)(C)C)=O)[C:2]1[CH:7]=[CH:6][CH:5]=[CH:4][CH:3]=1.C(O)(C(F)(F)F)=O, predict the reaction product. The product is: [CH2:1]([O:8][CH2:9][CH:10]([NH:24][S:25]([C:28]1[C:37]2[C:32](=[CH:33][CH:34]=[CH:35][CH:36]=2)[C:31]([CH3:38])=[CH:30][CH:29]=1)(=[O:27])=[O:26])[CH2:11][CH:12]1[CH2:16][CH2:15][CH2:14][NH:13]1)[C:2]1[CH:3]=[CH:4][CH:5]=[CH:6][CH:7]=1. (2) Given the reactants [O-]CC.[Na+].[F:5][C:6]1[CH:14]=[CH:13][CH:12]=[CH:11][C:7]=1[C:8]([NH2:10])=[NH:9].Br/[C:16](=[C:20](/[Br:23])\[CH:21]=O)/[C:17]([OH:19])=[O:18], predict the reaction product. The product is: [Br:23][C:20]1[C:16]([C:17]([OH:19])=[O:18])=[N:9][C:8]([C:7]2[CH:11]=[CH:12][CH:13]=[CH:14][C:6]=2[F:5])=[N:10][CH:21]=1. (3) Given the reactants [CH:1]1([C:7]2[C:8]([CH3:14])=[N+:9]([O-])[CH:10]=[CH:11][CH:12]=2)[CH2:6][CH2:5][CH2:4][CH2:3][CH2:2]1.[CH3:15][C:16]([O:18]C(C)=O)=[O:17], predict the reaction product. The product is: [CH:1]1([C:7]2[C:8]([CH2:14][O:18][C:16](=[O:17])[CH3:15])=[N:9][CH:10]=[CH:11][CH:12]=2)[CH2:6][CH2:5][CH2:4][CH2:3][CH2:2]1. (4) Given the reactants [Cl:1][C:2]1[CH:3]=[CH:4][C:5]([OH:22])=[C:6]([CH:21]=1)[CH2:7][N:8]1[C:16]2[CH:15]=[CH:14][CH:13]=[C:12]([C:17]([O:19][CH3:20])=[O:18])[C:11]=2[CH:10]=[CH:9]1.C([O-])([O-])=O.[K+].[K+].Br[CH2:30][C:31]1[CH:36]=[CH:35][C:34]([Cl:37])=[CH:33][C:32]=1[CH2:38][CH3:39], predict the reaction product. The product is: [Cl:1][C:2]1[CH:3]=[CH:4][C:5]([O:22][CH2:30][C:31]2[CH:36]=[CH:35][C:34]([Cl:37])=[CH:33][C:32]=2[CH2:38][CH3:39])=[C:6]([CH:21]=1)[CH2:7][N:8]1[C:16]2[CH:15]=[CH:14][CH:13]=[C:12]([C:17]([O:19][CH3:20])=[O:18])[C:11]=2[CH:10]=[CH:9]1. (5) Given the reactants [C:1]([O:5][C:6](=[O:41])[NH:7][C:8]1[CH:13]=[CH:12][C:11]([NH:14][C:15](=[O:40])[C@@H:16]([NH:23]C(OC2C3C=CC=CC=3C3C2=CC=CC=3)=O)[C:17]2[CH:22]=[CH:21][CH:20]=[CH:19][CH:18]=2)=[CH:10][CH:9]=1)([CH3:4])([CH3:3])[CH3:2].NCC1CCNCC1, predict the reaction product. The product is: [C:1]([O:5][C:6](=[O:41])[NH:7][C:8]1[CH:13]=[CH:12][C:11]([NH:14][C:15](=[O:40])[C@@H:16]([NH2:23])[C:17]2[CH:22]=[CH:21][CH:20]=[CH:19][CH:18]=2)=[CH:10][CH:9]=1)([CH3:4])([CH3:2])[CH3:3]. (6) Given the reactants [F:1][C:2]1[CH:7]=[CH:6][C:5]([C:8]2[C:16]3[C:15]([CH2:17][CH2:18][CH2:19][CH2:20][O:21][C:22]4[CH:23]=[N:24][CH:25]=[C:26]([CH:31]=4)[C:27]([O:29]C)=O)=[N:14][CH:13]=[N:12][C:11]=3[S:10][CH:9]=2)=[CH:4][CH:3]=1.[NH3:32], predict the reaction product. The product is: [F:1][C:2]1[CH:7]=[CH:6][C:5]([C:8]2[C:16]3[C:15]([CH2:17][CH2:18][CH2:19][CH2:20][O:21][C:22]4[CH:23]=[N:24][CH:25]=[C:26]([CH:31]=4)[C:27]([NH2:32])=[O:29])=[N:14][CH:13]=[N:12][C:11]=3[S:10][CH:9]=2)=[CH:4][CH:3]=1. (7) Given the reactants [Cl:1][C:2]1[CH:7]=[CH:6][C:5]([C:8]2[N:9]=[CH:10][C:11]([OH:14])=[N:12][CH:13]=2)=[CH:4][CH:3]=1.[CH2:15]([O:17][C:18]([C:20]1([CH2:36]I)[CH2:24][CH2:23][N:22]([C:25](=[O:35])[C:26]2[CH:31]=[CH:30][CH:29]=[CH:28][C:27]=2[O:32][CH2:33][CH3:34])[CH2:21]1)=[O:19])[CH3:16], predict the reaction product. The product is: [CH2:15]([O:17][C:18]([C:20]1([CH2:36][O:14][C:11]2[CH:10]=[N:9][C:8]([C:5]3[CH:4]=[CH:3][C:2]([Cl:1])=[CH:7][CH:6]=3)=[CH:13][N:12]=2)[CH2:24][CH2:23][N:22]([C:25](=[O:35])[C:26]2[CH:31]=[CH:30][CH:29]=[CH:28][C:27]=2[O:32][CH2:33][CH3:34])[CH2:21]1)=[O:19])[CH3:16]. (8) Given the reactants [Cl:1][C:2]1[CH:7]=[CH:6][C:5]([C@@H:8]([C@H:13]2[CH2:18][CH2:17][O:16][C:15]([CH3:20])([CH3:19])[CH2:14]2)[CH2:9][C:10]([OH:12])=O)=[CH:4][CH:3]=1.C(Cl)(C(C)(C)C)=O.[C:28]1([C@H:34]2[CH2:38][O:37][C:36](=[O:39])[NH:35]2)[CH:33]=[CH:32][CH:31]=[CH:30][CH:29]=1.[Li]CCCC, predict the reaction product. The product is: [Cl:1][C:2]1[CH:3]=[CH:4][C:5]([C@@H:8]([C@H:13]2[CH2:18][CH2:17][O:16][C:15]([CH3:20])([CH3:19])[CH2:14]2)[CH2:9][C:10]([N:35]2[C@@H:34]([C:28]3[CH:33]=[CH:32][CH:31]=[CH:30][CH:29]=3)[CH2:38][O:37][C:36]2=[O:39])=[O:12])=[CH:6][CH:7]=1. (9) Given the reactants [CH3:1][CH:2]([CH2:4][CH2:5][CH2:6][C@H:7]([C@@H:9]1[C@:26]2([CH3:27])[C@H:12]([C:13]3[CH2:14][CH2:15][C:16]4[C@:21]([C:23]=3[CH2:24][CH2:25]2)([CH3:22])[CH2:20][CH2:19][C:18](=[O:28])[CH:17]=4)[CH2:11][CH2:10]1)[CH3:8])[CH3:3].C1(=O)CCCCC1.CC(C)[O-].[Al+3].CC(C)[O-].CC(C)[O-].CC(C)([O-])C.[Al+3].CC(C)([O-])C.CC(C)([O-])C.[Cr](O[Cr]([O-])(=O)=O)([O-])(=O)=O.[NH+]1C=CC=CC=1.[NH+]1C=CC=CC=1.CC(CCC[C@H]([C@@H]1[C@]2(C)C(=C3[C@H](CC2)[C@]2(C)C(C[C@@H](O)CC2)=CC3)CC1)C)C, predict the reaction product. The product is: [CH3:3][CH:2]([CH2:4][CH2:5][CH2:6][C@H:7]([C@@H:9]1[C@:26]2([CH3:27])[C@H:12]([C:13]3[CH2:14][CH:15]=[C:16]4[C@:21]([C:23]=3[CH2:24][CH2:25]2)([CH3:22])[CH2:20][CH2:19][CH:18]([OH:28])[CH2:17]4)[CH2:11][CH2:10]1)[CH3:8])[CH3:1].[CH3:3][CH:2]([CH2:4][CH2:5][CH2:6][C@H:7]([C@@H:9]1[C@:26]2([CH3:27])[C:12](=[C:13]3[C@H:23]([CH2:24][CH2:25]2)[C@:21]2([CH3:22])[C:16]([CH2:17][C:18](=[O:28])[CH2:19][CH2:20]2)=[CH:15][CH2:14]3)[CH2:11][CH2:10]1)[CH3:8])[CH3:1].